From a dataset of Reaction yield outcomes from USPTO patents with 853,638 reactions. Predict the reaction yield, written as a fraction of the theoretical maximum amount of product (1.0 means a 100% yield; for example, 0.34 means a 34% yield). (1) The reactants are C[N:2](C)C=O.[S:6]1[CH:10]=[CH:9][N:8]=[C:7]1[NH:11][C:12]1[C:20]2[C:15](=[CH:16][CH:17]=[C:18]([C:21]3[N:29]=[CH:28][CH:27]=[CH:26][C:22]=3C(O)=O)[CH:19]=2)[NH:14][N:13]=1.C(N(CC)CC)C.O. The catalyst is C(OCC)(=O)C. The product is [NH2:2][C:22]1[C:21]([C:18]2[CH:19]=[C:20]3[C:15](=[CH:16][CH:17]=2)[NH:14][N:13]=[C:12]3[NH:11][C:7]2[S:6][CH:10]=[CH:9][N:8]=2)=[N:29][CH:28]=[CH:27][CH:26]=1. The yield is 0.180. (2) The reactants are [Cl:1][C:2]1[C:3]([O:12][C:13]2[CH:18]=[C:17]([O:19][CH2:20][C:21]([N:23]([CH2:26][CH3:27])[CH2:24][CH3:25])=[O:22])[CH:16]=[CH:15][C:14]=2[CH2:28][CH2:29][C:30]([O:32]CC)=[O:31])=[N:4][CH:5]=[C:6]([C:8]([F:11])([F:10])[F:9])[CH:7]=1.[OH-].[Na+].Cl. The product is [Cl:1][C:2]1[C:3]([O:12][C:13]2[CH:18]=[C:17]([O:19][CH2:20][C:21]([N:23]([CH2:26][CH3:27])[CH2:24][CH3:25])=[O:22])[CH:16]=[CH:15][C:14]=2[CH2:28][CH2:29][C:30]([OH:32])=[O:31])=[N:4][CH:5]=[C:6]([C:8]([F:9])([F:10])[F:11])[CH:7]=1. The catalyst is O1CCCC1.C(O)C.C1(C)C=CC=CC=1. The yield is 0.930. (3) The reactants are Br[C:2]1[CH:3]=[CH:4][C:5]([N+:8]([O-:10])=[O:9])=[N:6][CH:7]=1.[CH2:11]([C@@H:13]1[NH:18][CH2:17][CH2:16][N:15]([C:19]([O:21][C:22]([CH3:25])([CH3:24])[CH3:23])=[O:20])[CH2:14]1)[CH3:12].CC1(C)C2C(=C(P(C3C=CC=CC=3)C3C=CC=CC=3)C=CC=2)OC2C(P(C3C=CC=CC=3)C3C=CC=CC=3)=CC=CC1=2.C(=O)([O-])[O-].[Cs+].[Cs+]. The catalyst is C1C=CC(/C=C/C(/C=C/C2C=CC=CC=2)=O)=CC=1.C1C=CC(/C=C/C(/C=C/C2C=CC=CC=2)=O)=CC=1.C1C=CC(/C=C/C(/C=C/C2C=CC=CC=2)=O)=CC=1.[Pd].[Pd].O1CCOCC1. The product is [CH2:11]([C@@H:13]1[N:18]([C:2]2[CH:7]=[N:6][C:5]([N+:8]([O-:10])=[O:9])=[CH:4][CH:3]=2)[CH2:17][CH2:16][N:15]([C:19]([O:21][C:22]([CH3:23])([CH3:25])[CH3:24])=[O:20])[CH2:14]1)[CH3:12]. The yield is 0.220. (4) The reactants are [OH:1][CH2:2][CH:3]1[CH2:8][CH2:7][CH:6]([C:9]([OH:11])=[O:10])[CH2:5][CH2:4]1.OS(O)(=O)=O.[NH4+].[OH-].[CH3:19]O. No catalyst specified. The product is [OH:1][CH2:2][CH:3]1[CH2:4][CH2:5][CH:6]([C:9]([O:11][CH3:19])=[O:10])[CH2:7][CH2:8]1. The yield is 0.830. (5) The yield is 0.600. The reactants are [F:1][C:2]1[C:3]([O:12][CH3:13])=[CH:4][C:5]2[S:9][C:8]([NH2:10])=[N:7][C:6]=2[CH:11]=1.Br[CH2:15][CH:16]1[CH2:21][CH2:20][CH2:19][CH2:18][CH2:17]1.C(=O)([O-])[O-].[K+].[K+]. The catalyst is CN1C(=O)CCC1. The product is [CH:16]1([CH2:15][NH:10][C:8]2[S:9][C:5]3[CH:4]=[C:3]([O:12][CH3:13])[C:2]([F:1])=[CH:11][C:6]=3[N:7]=2)[CH2:21][CH2:20][CH2:19][CH2:18][CH2:17]1. (6) The reactants are [Cl:1][C:2]1[CH:8]=[C:7]([O:9][C:10]2[C:11]3[N:18]([CH3:19])[CH:17]=[CH:16][C:12]=3[N:13]=[CH:14][N:15]=2)[CH:6]=[CH:5][C:3]=1[NH2:4].N1C=CC=CC=1.Cl[C:27](OC1C=CC=CC=1)=[O:28].[CH3:36][N:37]1[CH2:42][CH2:41][N:40]([CH2:43][C:44]2[CH:50]=[CH:49][C:47]([NH2:48])=[CH:46][C:45]=2[C:51]([F:54])([F:53])[F:52])[CH2:39][CH2:38]1. The catalyst is CN1CCCC1=O. The product is [Cl:1][C:2]1[CH:8]=[C:7]([O:9][C:10]2[C:11]3[N:18]([CH3:19])[CH:17]=[CH:16][C:12]=3[N:13]=[CH:14][N:15]=2)[CH:6]=[CH:5][C:3]=1[NH:4][C:27]([NH:48][C:47]1[CH:49]=[CH:50][C:44]([CH2:43][N:40]2[CH2:41][CH2:42][N:37]([CH3:36])[CH2:38][CH2:39]2)=[C:45]([C:51]([F:54])([F:52])[F:53])[CH:46]=1)=[O:28]. The yield is 0.230.